This data is from Full USPTO retrosynthesis dataset with 1.9M reactions from patents (1976-2016). The task is: Predict the reactants needed to synthesize the given product. (1) Given the product [Cl:1][C:2]1[CH:3]=[CH:4][C:5]2[NH:11][C:10](=[O:23])[C@@H:9]([CH2:24][C:25]([O:27][CH2:28][CH3:29])=[O:26])[O:8][C@H:7]([C:30]3[CH:35]=[CH:34][CH:33]=[C:32]([O:36][CH3:37])[C:31]=3[O:38][CH3:39])[C:6]=2[CH:40]=1, predict the reactants needed to synthesize it. The reactants are: [Cl:1][C:2]1[CH:3]=[CH:4][C:5]2[N:11](CC3C=CC(OC)=CC=3OC)[C:10](=[O:23])[C@@H:9]([CH2:24][C:25]([O:27][CH2:28][CH3:29])=[O:26])[O:8][C@H:7]([C:30]3[CH:35]=[CH:34][CH:33]=[C:32]([O:36][CH3:37])[C:31]=3[O:38][CH3:39])[C:6]=2[CH:40]=1.[N+]([O-])([O-])=O.[Ce+4].[Ce+4].[NH4+].[N+]([O-])([O-])=O.[N+]([O-])([O-])=O.[N+]([O-])([O-])=O.[N+]([O-])([O-])=O.[N+]([O-])([O-])=O.[N+]([O-])([O-])=O.[N+]([O-])([O-])=O.[N+]([O-])([O-])=O.C(=O)(O)[O-].[Na+]. (2) Given the product [CH:1]1([N:7]2[CH2:12][CH2:11][N:10]([C:13]3[S:17][C:16]([NH:18][C:19](=[O:28])[C:20]4[CH:21]=[CH:22][C:23]([CH2:26][NH:38][S:44]([CH3:43])(=[O:46])=[O:45])=[CH:24][CH:25]=4)=[N:15][C:14]=3[C:29]3[CH:30]=[CH:31][C:32]([F:35])=[CH:33][CH:34]=3)[CH2:9][CH2:8]2)[CH2:6][CH2:5][CH2:4][CH2:3][CH2:2]1, predict the reactants needed to synthesize it. The reactants are: [CH:1]1([N:7]2[CH2:12][CH2:11][N:10]([C:13]3[S:17][C:16]([NH:18][C:19](=[O:28])[C:20]4[CH:25]=[CH:24][C:23]([CH:26]=O)=[CH:22][CH:21]=4)=[N:15][C:14]=3[C:29]3[CH:34]=[CH:33][C:32]([F:35])=[CH:31][CH:30]=3)[CH2:9][CH2:8]2)[CH2:6][CH2:5][CH2:4][CH2:3][CH2:2]1.C([N:38](CC)CC)C.[CH3:43][S:44](Cl)(=[O:46])=[O:45]. (3) Given the product [CH3:47][O:48][C:49]1[CH:50]=[C:51]([C:57]2[CH2:66][C:61]3([CH2:62][CH2:63][CH2:64][CH2:65]3)[C:60](=[O:67])[N:59]([CH:68]3[CH2:69][CH2:70][N:71]([C:10](=[O:12])[CH2:9][NH:8][C:6](=[O:7])[O:5][C:1]([CH3:2])([CH3:3])[CH3:4])[CH2:72][CH2:73]3)[N:58]=2)[CH:52]=[CH:53][C:54]=1[O:55][CH3:56], predict the reactants needed to synthesize it. The reactants are: [C:1]([O:5][C:6]([NH:8][CH2:9][C:10]([OH:12])=O)=[O:7])([CH3:4])([CH3:3])[CH3:2].CCN(C(C)C)C(C)C.CN(C(ON1N=NC2C=CC=CC1=2)=[N+](C)C)C.F[P-](F)(F)(F)(F)F.Cl.[CH3:47][O:48][C:49]1[CH:50]=[C:51]([C:57]2[CH2:66][C:61]3([CH2:65][CH2:64][CH2:63][CH2:62]3)[C:60](=[O:67])[N:59]([CH:68]3[CH2:73][CH2:72][NH:71][CH2:70][CH2:69]3)[N:58]=2)[CH:52]=[CH:53][C:54]=1[O:55][CH3:56].C(=O)(O)[O-].[Na+]. (4) Given the product [CH3:32][N:33]1[CH2:34][CH2:35][N:36]([C:39]2[CH:44]=[CH:43][C:42]([NH:45][CH:2]=[C:3]3[C:11]4[C:6](=[CH:7][C:8]([C:12]([C:14]5[CH:15]=[C:16]([NH:20][C:21]([C:23]6[N:24]([CH2:29][CH3:30])[N:25]=[C:26]([CH3:28])[CH:27]=6)=[O:22])[CH:17]=[CH:18][CH:19]=5)=[O:13])=[CH:9][CH:10]=4)[NH:5][C:4]3=[O:31])=[CH:41][CH:40]=2)[CH2:37][CH2:38]1, predict the reactants needed to synthesize it. The reactants are: O[CH:2]=[C:3]1[C:11]2[C:6](=[CH:7][C:8]([C:12]([C:14]3[CH:15]=[C:16]([NH:20][C:21]([C:23]4[N:24]([CH2:29][CH3:30])[N:25]=[C:26]([CH3:28])[CH:27]=4)=[O:22])[CH:17]=[CH:18][CH:19]=3)=[O:13])=[CH:9][CH:10]=2)[NH:5][C:4]1=[O:31].[CH3:32][N:33]1[CH2:38][CH2:37][N:36]([C:39]2[CH:44]=[CH:43][C:42]([NH2:45])=[CH:41][CH:40]=2)[CH2:35][CH2:34]1. (5) Given the product [F:1][C:2]([F:17])([F:16])[C:3]1[CH:4]=[C:5]([CH:9]=[C:10]([C:12]([F:15])([F:14])[F:13])[CH:11]=1)[C:6]([N:28]1[CH2:29][CH2:30][C@@H:31]([N:33]2[CH2:34][CH2:35][N:36]([CH2:39][C:40]([NH:42][C:43]3[C:48]([CH3:49])=[CH:47][CH:46]=[CH:45][C:44]=3[CH3:50])=[O:41])[CH2:37][CH2:38]2)[CH2:32][C@@H:27]1[CH2:26][C:21]1[CH:22]=[CH:23][C:24]([Cl:25])=[C:19]([Cl:18])[CH:20]=1)=[O:7], predict the reactants needed to synthesize it. The reactants are: [F:1][C:2]([F:17])([F:16])[C:3]1[CH:4]=[C:5]([CH:9]=[C:10]([C:12]([F:15])([F:14])[F:13])[CH:11]=1)[C:6](Cl)=[O:7].[Cl:18][C:19]1[CH:20]=[C:21]([CH2:26][C@H:27]2[CH2:32][C@H:31]([N:33]3[CH2:38][CH2:37][N:36]([CH2:39][C:40]([NH:42][C:43]4[C:48]([CH3:49])=[CH:47][CH:46]=[CH:45][C:44]=4[CH3:50])=[O:41])[CH2:35][CH2:34]3)[CH2:30][CH2:29][NH:28]2)[CH:22]=[CH:23][C:24]=1[Cl:25].C(N(CC)CC)C. (6) Given the product [CH:1]1([N:4]([CH3:50])[CH2:5]/[CH:6]=[CH:7]/[C:8]([NH:10][C:11]2[CH:16]=[CH:15][CH:14]=[CH:13][C:12]=2[NH:17][C:18]2[C:26]3[C:21](=[N:22][CH:23]=[CH:24][C:25]=3[O:27][C:28]3[CH:29]=[CH:30][C:31]([O:34][C:35]4[CH:36]=[CH:37][CH:38]=[CH:39][CH:40]=4)=[CH:32][CH:33]=3)[NH:20][N:19]=2)=[O:9])[CH2:2][CH2:3]1, predict the reactants needed to synthesize it. The reactants are: [CH:1]1([N:4]([CH3:50])[CH2:5]/[CH:6]=[CH:7]/[C:8]([NH:10][C:11]2[CH:16]=[CH:15][CH:14]=[CH:13][C:12]=2[NH:17][C:18]2[C:26]3[C:21](=[N:22][CH:23]=[CH:24][C:25]=3[O:27][C:28]3[CH:33]=[CH:32][C:31]([O:34][C:35]4[CH:40]=[CH:39][CH:38]=[CH:37][CH:36]=4)=[CH:30][CH:29]=3)[N:20](CC3C=CC(OC)=CC=3)[N:19]=2)=[O:9])[CH2:3][CH2:2]1.C(O)(C(F)(F)F)=O.